This data is from Full USPTO retrosynthesis dataset with 1.9M reactions from patents (1976-2016). The task is: Predict the reactants needed to synthesize the given product. Given the product [NH2:1][C:2]1[N:10]=[CH:9][N:8]=[C:7]2[C:3]=1[N:4]=[CH:5][N:6]2[C@H:11]1[C@@H:15]2[O:16][C:17]([CH3:19])([CH3:20])[O:18][C@@H:14]2[C@@H:13]([CH2:21][N:22]([CH3:39])[CH2:23][CH2:24][C:25]([CH3:27])([NH2:28])[CH3:26])[O:12]1, predict the reactants needed to synthesize it. The reactants are: [NH2:1][C:2]1[N:10]=[CH:9][N:8]=[C:7]2[C:3]=1[N:4]=[CH:5][N:6]2[C@H:11]1[C@@H:15]2[O:16][C:17]([CH3:20])([CH3:19])[O:18][C@@H:14]2[C@@H:13]([CH2:21][N:22]([CH3:39])[CH2:23][CH2:24][C:25]([NH:28]C(=O)OCC2C=CC=CC=2)([CH3:27])[CH3:26])[O:12]1.